Dataset: Full USPTO retrosynthesis dataset with 1.9M reactions from patents (1976-2016). Task: Predict the reactants needed to synthesize the given product. (1) Given the product [CH:1]1([C@@H:7]([NH:9][C:10]([C:12]2[C:21]3[C:16](=[CH:17][CH:18]=[CH:19][CH:20]=3)[N:15]=[C:14]([C:22]3[CH:27]=[CH:26][CH:25]=[CH:24][CH:23]=3)[C:13]=2[CH2:28][N:29]2[CH2:34][CH2:33][N:32]([CH2:35][CH2:36][O:37][CH2:38][CH2:39][OH:40])[C:31](=[O:47])[CH2:30]2)=[O:11])[CH3:8])[CH2:2][CH2:3][CH2:4][CH2:5][CH2:6]1, predict the reactants needed to synthesize it. The reactants are: [CH:1]1([C@@H:7]([NH:9][C:10]([C:12]2[C:21]3[C:16](=[CH:17][CH:18]=[CH:19][CH:20]=3)[N:15]=[C:14]([C:22]3[CH:27]=[CH:26][CH:25]=[CH:24][CH:23]=3)[C:13]=2[CH2:28][N:29]2[CH2:34][CH2:33][N:32]([CH2:35][CH2:36][O:37][CH2:38][CH2:39][O:40]C3CCCCO3)[C:31](=[O:47])[CH2:30]2)=[O:11])[CH3:8])[CH2:6][CH2:5][CH2:4][CH2:3][CH2:2]1.Cl. (2) Given the product [NH2:1][C:2]1[C:7]([C:8]([C:10]2[C:15]([O:16][CH3:17])=[CH:14][CH:13]=[C:12]([F:18])[C:11]=2[F:19])=[O:9])=[CH:6][N:5]=[C:4]([NH:20][C@H:21]2[CH2:26][CH2:25][C@H:24]([N:27]([CH2:32][CH2:33][OH:34])[CH2:28][CH2:29][OH:30])[CH2:23][CH2:22]2)[N:3]=1, predict the reactants needed to synthesize it. The reactants are: [NH2:1][C:2]1[C:7]([C:8]([C:10]2[C:15]([O:16][CH3:17])=[CH:14][CH:13]=[C:12]([F:18])[C:11]=2[F:19])=[O:9])=[CH:6][N:5]=[C:4]([NH:20][C@H:21]2[CH2:26][CH2:25][C@H:24]([NH:27][CH2:28][CH2:29][OH:30])[CH2:23][CH2:22]2)[N:3]=1.Br[CH2:32][CH2:33][OH:34].C(=O)(O)[O-].[Na+]. (3) Given the product [CH3:1][O:2][C:3]1[CH:11]=[CH:10][C:6]([CH2:7][CH:8]=[O:9])=[CH:5][CH:4]=1, predict the reactants needed to synthesize it. The reactants are: [CH3:1][O:2][C:3]1[CH:11]=[CH:10][C:6]([CH2:7][CH2:8][OH:9])=[CH:5][CH:4]=1.C1C=C[NH+]=CC=1.[O-][Cr](Cl)(=O)=O.CC([O-])=O.[Na+].